Predict the reaction yield, written as a fraction of the theoretical maximum amount of product (1.0 means a 100% yield; for example, 0.34 means a 34% yield). From a dataset of Reaction yield outcomes from USPTO patents with 853,638 reactions. (1) The reactants are Cl[C:2]1[C:7]([N+:8]([O-:10])=[O:9])=[CH:6][N:5]=[C:4]([C:11]2[CH:16]=[CH:15][C:14]([CH2:17][C:18]#[N:19])=[CH:13][CH:12]=2)[N:3]=1.[CH:20]1([C:23]2[NH:27][N:26]=[C:25]([NH2:28])[CH:24]=2)[CH2:22][CH2:21]1. The catalyst is C(O)C. The product is [CH:20]1([C:23]2[NH:27][N:26]=[C:25]([NH:28][C:2]3[C:7]([N+:8]([O-:10])=[O:9])=[CH:6][N:5]=[C:4]([C:11]4[CH:16]=[CH:15][C:14]([CH2:17][C:18]#[N:19])=[CH:13][CH:12]=4)[N:3]=3)[CH:24]=2)[CH2:22][CH2:21]1. The yield is 0.620. (2) The reactants are [H-].[Na+].[CH3:3][S:4]([NH2:7])(=[O:6])=[O:5].[CH3:8][C:9]1([CH3:41])[CH2:18][C:17]2[C:12](=[CH:13][CH:14]=[C:15]([C:19](O)=[O:20])[CH:16]=2)[NH:11][CH:10]1[C:22]1[CH:27]=[CH:26][CH:25]=[C:24]([N:28]2[CH2:33][CH2:32][N:31]([C:34]3[CH:39]=[CH:38][CH:37]=[CH:36][C:35]=3[CH3:40])[CH2:30][CH2:29]2)[CH:23]=1.C(N1C=CN=C1)(N1C=CN=C1)=O. The catalyst is CN(C)C=O. The product is [CH3:8][C:9]1([CH3:41])[CH2:18][C:17]2[C:12](=[CH:13][CH:14]=[C:15]([C:19]([NH:7][S:4]([CH3:3])(=[O:6])=[O:5])=[O:20])[CH:16]=2)[NH:11][CH:10]1[C:22]1[CH:27]=[CH:26][CH:25]=[C:24]([N:28]2[CH2:29][CH2:30][N:31]([C:34]3[CH:39]=[CH:38][CH:37]=[CH:36][C:35]=3[CH3:40])[CH2:32][CH2:33]2)[CH:23]=1. The yield is 0.200. (3) The reactants are [Br:1][C:2]1[CH:3]=[C:4]([C:16]([OH:18])=O)[C:5]2[CH:6]=[N:7][N:8]([CH:11]3[CH2:15][CH2:14][CH2:13][CH2:12]3)[C:9]=2[CH:10]=1.C1CN([P+](ON2N=NC3C=CC=CC2=3)(N2CCCC2)N2CCCC2)CC1.F[P-](F)(F)(F)(F)F.[NH2:52][CH2:53][C:54]1[C:55](=[O:70])[NH:56][C:57]([CH3:69])=[CH:58][C:59]=1[CH2:60][O:61][Si](C(C)(C)C)(C)C.O. The catalyst is CS(C)=O. The product is [Br:1][C:2]1[CH:3]=[C:4]([C:16]([NH:52][CH2:53][C:54]2[C:55](=[O:70])[NH:56][C:57]([CH3:69])=[CH:58][C:59]=2[CH2:60][OH:61])=[O:18])[C:5]2[CH:6]=[N:7][N:8]([CH:11]3[CH2:12][CH2:13][CH2:14][CH2:15]3)[C:9]=2[CH:10]=1. The yield is 0.409. (4) The reactants are F[C:2]1[CH:3]=[CH:4][C:5]([N+:9]([O-:11])=[O:10])=[C:6]([CH3:8])[CH:7]=1.[NH:12]1[CH:16]=[CH:15][CH:14]=[N:13]1.C(=O)([O-])[O-].[K+].[K+]. The catalyst is CN(C)C=O.O. The yield is 1.00. The product is [CH3:8][C:6]1[CH:7]=[C:2]([N:12]2[CH:16]=[CH:15][CH:14]=[N:13]2)[CH:3]=[CH:4][C:5]=1[N+:9]([O-:11])=[O:10].